Dataset: Forward reaction prediction with 1.9M reactions from USPTO patents (1976-2016). Task: Predict the product of the given reaction. (1) Given the reactants FC1C=C2C(C3(CCCC3)C(=O)N2[C:11]([NH:13][CH2:14][CH:15]2[CH2:20][CH2:19][N:18]([CH2:21][C:22]3([C:26]([OH:28])=[O:27])[CH2:25][CH2:24][CH2:23]3)[CH2:17][CH2:16]2)=[O:12])=CC=1.[OH-:34].[Na+].Cl, predict the reaction product. The product is: [C:15]([O:34][C:11]([NH:13][CH2:14][CH:15]1[CH2:16][CH2:17][N:18]([CH2:21][C:22]2([C:26]([OH:28])=[O:27])[CH2:23][CH2:24][CH2:25]2)[CH2:19][CH2:20]1)=[O:12])([CH3:20])([CH3:16])[CH3:14]. (2) Given the reactants [C:1]([O:5][C:6]([C:8]1[CH:13]=[CH:12][CH:11]=[C:10]([CH:14]2[CH2:18][CH2:17][N:16](CC3C=CC=CC=3)[CH2:15]2)[N:9]=1)=[O:7])([CH3:4])([CH3:3])[CH3:2].C([O-])=O.[NH4+], predict the reaction product. The product is: [C:1]([O:5][C:6]([C:8]1[CH:13]=[CH:12][CH:11]=[C:10]([CH:14]2[CH2:18][CH2:17][NH:16][CH2:15]2)[N:9]=1)=[O:7])([CH3:4])([CH3:2])[CH3:3].